The task is: Predict the reaction yield, written as a fraction of the theoretical maximum amount of product (1.0 means a 100% yield; for example, 0.34 means a 34% yield).. This data is from Reaction yield outcomes from USPTO patents with 853,638 reactions. (1) The reactants are [C:1]([Br:5])(Br)(Br)Br.C1(P(C2C=CC=CC=2)C2C=CC=CC=2)C=CC=CC=1.OC[CH2:27][C@:28]1([CH2:42][O:43][CH3:44])[CH2:32][N:31]([C@@H:33]([C:35]2[CH:40]=[CH:39][CH:38]=[CH:37][CH:36]=2)[CH3:34])[C:30](=[O:41])[CH2:29]1. The catalyst is ClCCl. The product is [Br:5][CH2:1][CH2:27][C@:28]1([CH2:42][O:43][CH3:44])[CH2:32][N:31]([C@@H:33]([C:35]2[CH:40]=[CH:39][CH:38]=[CH:37][CH:36]=2)[CH3:34])[C:30](=[O:41])[CH2:29]1. The yield is 0.590. (2) The catalyst is ClCCl. The yield is 0.290. The reactants are [NH2:1][C:2]1[C:7]2[C:8]([C:11]3[CH:16]=[CH:15][C:14]([NH:17][C:18]([C:20]4[N:21]([CH3:29])[C:22]5[C:27]([CH:28]=4)=[CH:26][CH:25]=[CH:24][CH:23]=5)=[O:19])=[C:13]([O:30][CH3:31])[CH:12]=3)=[CH:9][S:10][C:6]=2[C:5](/[CH:32]=[CH:33]/[CH2:34][CH2:35][N:36]2[CH2:41][CH2:40][CH:39]([CH2:42][NH:43]C(=O)OC(C)(C)C)[CH2:38][CH2:37]2)=[CH:4][N:3]=1.CC[NH+](CC)CC.CC[NH+](CC)CC.C([O-])([O-])=O. The product is [NH2:1][C:2]1[C:7]2[C:8]([C:11]3[CH:16]=[CH:15][C:14]([NH:17][C:18]([C:20]4[N:21]([CH3:29])[C:22]5[C:27]([CH:28]=4)=[CH:26][CH:25]=[CH:24][CH:23]=5)=[O:19])=[C:13]([O:30][CH3:31])[CH:12]=3)=[CH:9][S:10][C:6]=2[C:5](/[CH:32]=[CH:33]/[CH2:34][CH2:35][N:36]2[CH2:37][CH2:38][CH:39]([CH2:42][NH2:43])[CH2:40][CH2:41]2)=[CH:4][N:3]=1. (3) The reactants are C(O)(=O)C.[CH2:5]([O:12][C:13]1[CH:18]=[CH:17][CH:16]=[C:15](/[CH:19]=[CH:20]/[N+:21]([O-:23])=[O:22])[CH:14]=1)[C:6]1[CH:11]=[CH:10][CH:9]=[CH:8][CH:7]=1.[BH4-].[Na+]. The catalyst is CS(C)=O. The product is [CH2:5]([O:12][C:13]1[CH:18]=[CH:17][CH:16]=[C:15]([CH2:19][CH2:20][N+:21]([O-:23])=[O:22])[CH:14]=1)[C:6]1[CH:7]=[CH:8][CH:9]=[CH:10][CH:11]=1. The yield is 0.570. (4) The reactants are [C:9](O[C:9]([O:11][C:12]([CH3:15])([CH3:14])[CH3:13])=[O:10])([O:11][C:12]([CH3:15])([CH3:14])[CH3:13])=[O:10].[CH2:16]([N:23]1[CH2:28][CH2:27][CH:26]([NH:29][CH2:30][C:31]2[N:32]=[CH:33][NH:34][CH:35]=2)[CH2:25][CH2:24]1)[C:17]1[CH:22]=[CH:21][CH:20]=[CH:19][CH:18]=1.O.NN. The catalyst is C(O)C. The product is [CH2:16]([N:23]1[CH2:28][CH2:27][CH:26]([N:29]([CH2:30][C:31]2[N:32]=[CH:33][NH:34][CH:35]=2)[C:9](=[O:10])[O:11][C:12]([CH3:13])([CH3:14])[CH3:15])[CH2:25][CH2:24]1)[C:17]1[CH:18]=[CH:19][CH:20]=[CH:21][CH:22]=1. The yield is 0.420. (5) The reactants are Cl.[NH2:2][C:3]1[C:11]([OH:12])=[C:10]2[C:6]([CH2:7][CH2:8][CH:9]2[CH2:13][CH2:14][NH:15][C:16](=[O:18])[CH3:17])=[CH:5][CH:4]=1.[CH:19]1([C:22](Cl)=[O:23])[CH2:21][CH2:20]1.O. The catalyst is N1C=CC=CC=1. The product is [C:16]([NH:15][CH2:14][CH2:13][CH:9]1[C:10]2[C:6](=[CH:5][CH:4]=[C:3]([NH:2][C:22]([CH:19]3[CH2:21][CH2:20]3)=[O:23])[C:11]=2[OH:12])[CH2:7][CH2:8]1)(=[O:18])[CH3:17]. The yield is 1.00. (6) The reactants are Br[C:2]1[CH:3]=[N:4][C:5]([Cl:8])=[N:6][CH:7]=1.[C:9]([O:15][CH3:16])(=[O:14])[CH2:10][CH2:11][C:12]#[CH:13].C(N(CC)CC)C.[Cl-].[NH4+]. The catalyst is CN(C)C=O.[Cu](I)I.C1C=CC([P]([Pd]([P](C2C=CC=CC=2)(C2C=CC=CC=2)C2C=CC=CC=2)([P](C2C=CC=CC=2)(C2C=CC=CC=2)C2C=CC=CC=2)[P](C2C=CC=CC=2)(C2C=CC=CC=2)C2C=CC=CC=2)(C2C=CC=CC=2)C2C=CC=CC=2)=CC=1. The product is [Cl:8][C:5]1[N:4]=[CH:3][C:2]([C:13]#[C:12][CH2:11][CH2:10][C:9]([O:15][CH3:16])=[O:14])=[CH:7][N:6]=1. The yield is 0.600. (7) The yield is 0.840. The product is [CH:1]1[C:10]2[C:5](=[CH:6][CH:7]=[CH:8][CH:9]=2)[CH:4]=[CH:3][C:2]=1[S:11]([CH:14]1[CH2:19][CH2:18][N:17]([C:21]2[CH:26]=[CH:25][C:24]([C:27]([F:30])([F:29])[F:28])=[CH:23][N:22]=2)[CH2:16][CH2:15]1)(=[O:12])=[O:13]. No catalyst specified. The reactants are [CH:1]1[C:10]2[C:5](=[CH:6][CH:7]=[CH:8][CH:9]=2)[CH:4]=[CH:3][C:2]=1[S:11]([CH:14]1[CH2:19][CH2:18][NH:17][CH2:16][CH2:15]1)(=[O:13])=[O:12].Cl[C:21]1[CH:26]=[CH:25][C:24]([C:27]([F:30])([F:29])[F:28])=[CH:23][N:22]=1. (8) No catalyst specified. The reactants are [F:1][C:2]([F:29])([C:22]1[CH:27]=[CH:26][C:25]([F:28])=[CH:24][CH:23]=1)[C:3]1[N:4]=[C:5]([NH:15][C:16]2[CH:20]=[C:19]([CH3:21])[NH:18][N:17]=2)[C:6]2[S:11][C:10](S(C)=O)=[N:9][C:7]=2[N:8]=1.[CH3:30][NH2:31].C1COCC1. The product is [F:29][C:2]([F:1])([C:22]1[CH:23]=[CH:24][C:25]([F:28])=[CH:26][CH:27]=1)[C:3]1[N:4]=[C:5]([NH:15][C:16]2[CH:20]=[C:19]([CH3:21])[NH:18][N:17]=2)[C:6]2[S:11][C:10]([NH:31][CH3:30])=[N:9][C:7]=2[N:8]=1. The yield is 0.290.